Task: Predict the reactants needed to synthesize the given product.. Dataset: Full USPTO retrosynthesis dataset with 1.9M reactions from patents (1976-2016) (1) Given the product [CH:1]1([CH:6]2[CH2:19][C:18]3[NH:23][C:16](=[O:17])[C:15]4[CH:14]=[CH:13][N:12]=[CH:11][C:10]=4[C:9]=3[CH2:8][O:7]2)[CH2:5][CH2:4][CH2:3][CH2:2]1, predict the reactants needed to synthesize it. The reactants are: [CH:1]1([CH:6]2[CH2:19][C:18]3[O:17][C:16](=O)[C:15]4[CH:14]=[CH:13][N:12]=[CH:11][C:10]=4[C:9]=3[CH2:8][O:7]2)[CH2:5][CH2:4][CH2:3][CH2:2]1.CO.[NH3:23]. (2) Given the product [CH3:1][O:2][C:3]([C:5]1[CH:6]=[C:7]([F:25])[CH:8]=[C:9]2[C:14]=1[NH:13][CH:12]([C:15]1[CH:20]=[CH:19][CH:18]=[C:17]([Br:21])[CH:16]=1)[C:11]([CH3:22])([CH3:23])[CH2:10]2)=[O:4], predict the reactants needed to synthesize it. The reactants are: [CH3:1][O:2][C:3]([C:5]1[CH:6]=[C:7]([F:25])[CH:8]=[C:9]2[C:14]=1[NH:13][CH:12]([C:15]1[CH:20]=[CH:19][CH:18]=[C:17]([Br:21])[CH:16]=1)[C:11]([CH3:23])([CH3:22])[CH:10]2O)=[O:4].C([SiH](CC)CC)C. (3) Given the product [Cl:17][C:14]1[CH:15]=[CH:16][C:11]([C:5]2[N:4]=[C:3]([Cl:24])[C:2]([Cl:1])=[C:7]([C:8]([OH:10])=[O:9])[N:6]=2)=[C:12]([F:20])[C:13]=1[O:18][CH3:19], predict the reactants needed to synthesize it. The reactants are: [Cl:1][C:2]1[C:3](O)=[N:4][C:5]([C:11]2[CH:16]=[CH:15][C:14]([Cl:17])=[C:13]([O:18][CH3:19])[C:12]=2[F:20])=[N:6][C:7]=1[C:8]([OH:10])=[O:9].P(Cl)(Cl)([Cl:24])=O. (4) Given the product [O:1]=[C:2]1[NH:17][C:5]2=[CH:6][C:7]3[CH:8]=[C:9]([C:13]([OH:15])=[O:14])[NH:10][C:11]=3[CH:12]=[C:4]2[O:3]1, predict the reactants needed to synthesize it. The reactants are: [O:1]=[C:2]1[NH:17][C:5]2=[CH:6][C:7]3[CH:8]=[C:9]([C:13]([O:15]C)=[O:14])[NH:10][C:11]=3[CH:12]=[C:4]2[O:3]1. (5) Given the product [O:4]1[C:8]2=[C:9]([N:13]3[CH2:18][CH2:17][N:16]([CH2:19][CH2:20][C@H:21]4[CH2:26][CH2:25][C@H:24]([NH:27][C:31](=[O:32])[CH2:30][O:29][CH3:28])[CH2:23][CH2:22]4)[CH2:15][CH2:14]3)[N:10]=[CH:11][CH:12]=[C:7]2[CH2:6][CH2:5]1, predict the reactants needed to synthesize it. The reactants are: Cl.Cl.Cl.[O:4]1[C:8]2=[C:9]([N:13]3[CH2:18][CH2:17][N:16]([CH2:19][CH2:20][C@H:21]4[CH2:26][CH2:25][C@H:24]([NH2:27])[CH2:23][CH2:22]4)[CH2:15][CH2:14]3)[N:10]=[CH:11][CH:12]=[C:7]2[CH2:6][CH2:5]1.[CH3:28][O:29][CH2:30][C:31](O)=[O:32].